Regression. Given a peptide amino acid sequence and an MHC pseudo amino acid sequence, predict their binding affinity value. This is MHC class I binding data. From a dataset of Peptide-MHC class I binding affinity with 185,985 pairs from IEDB/IMGT. (1) The peptide sequence is SACANGWIQY. The MHC is HLA-A31:01 with pseudo-sequence HLA-A31:01. The binding affinity (normalized) is 0. (2) The peptide sequence is IIGLLKIFR. The MHC is HLA-B40:01 with pseudo-sequence HLA-B40:01. The binding affinity (normalized) is 0.0847.